This data is from Reaction yield outcomes from USPTO patents with 853,638 reactions. The task is: Predict the reaction yield, written as a fraction of the theoretical maximum amount of product (1.0 means a 100% yield; for example, 0.34 means a 34% yield). (1) The reactants are [NH2:1][C:2]1[CH:7]=[CH:6][CH:5]=[CH:4][C:3]=1[C:8]1[NH:9][C:10]2[C:15]([CH:16]=1)=[CH:14][CH:13]=[CH:12][CH:11]=2.[CH3:17][O:18][C:19]1[CH:24]=[CH:23][CH:22]=[CH:21][C:20]=1[CH2:25][C:26](O)=[O:27]. No catalyst specified. The product is [NH:9]1[C:10]2[C:15](=[CH:14][CH:13]=[CH:12][CH:11]=2)[CH:16]=[C:8]1[C:3]1[CH:4]=[CH:5][CH:6]=[CH:7][C:2]=1[NH:1][C:26](=[O:27])[CH2:25][C:20]1[CH:21]=[CH:22][CH:23]=[CH:24][C:19]=1[O:18][CH3:17]. The yield is 0.530. (2) The reactants are [Cl:1][C:2]1[N:10]=[CH:9][N:8]=[C:7]2[C:3]=1[N:4]=[CH:5][NH:6]2.[O:11]1[CH:16]=[CH:15][CH2:14][CH2:13][CH2:12]1. The catalyst is CCOC(C)=O.CC1C=CC(S(O)(=O)=O)=CC=1. The product is [Cl:1][C:2]1[N:10]=[CH:9][N:8]=[C:7]2[C:3]=1[N:4]=[CH:5][N:6]2[CH:12]1[CH2:13][CH2:14][CH2:15][CH2:16][O:11]1. The yield is 0.993. (3) The reactants are [OH:1][CH2:2][CH2:3][O:4][C@H:5]1[CH2:10][CH2:9][C@H:8]([N:11]2[C:16](=[O:17])[C:15]([CH2:18][C:19]3[CH:24]=[CH:23][C:22]([C:25]4[C:26]([C:31]#[N:32])=[CH:27][CH:28]=[CH:29][CH:30]=4)=[CH:21][CH:20]=3)=[C:14]([CH2:33][CH2:34][CH3:35])[N:13]3[N:36]=[CH:37][N:38]=[C:12]23)[CH2:7][CH2:6]1.C(N(CC)CC)C.Cl. The catalyst is CS(C)=O. The product is [O:17]=[C:16]1[C:15]([CH2:18][C:19]2[CH:24]=[CH:23][C:22]([C:25]3[C:26]([C:31]#[N:32])=[CH:27][CH:28]=[CH:29][CH:30]=3)=[CH:21][CH:20]=2)=[C:14]([CH2:33][CH2:34][CH3:35])[N:13]2[N:36]=[CH:37][N:38]=[C:12]2[N:11]1[C@H:8]1[CH2:7][CH2:6][C@H:5]([O:4][CH2:3][CH:2]=[O:1])[CH2:10][CH2:9]1. The yield is 0.230. (4) The reactants are [C:1]([O:5][C:6](=[O:15])[N:7]([CH3:14])[CH:8]1[CH2:13][CH2:12][NH:11][CH2:10][CH2:9]1)([CH3:4])([CH3:3])[CH3:2].Cl[C:17]1[C:26]2[C:21](=[CH:22][CH:23]=[CH:24][CH:25]=2)[C:20]([C:27]2[CH:32]=[CH:31][C:30]([F:33])=[CH:29][CH:28]=2)=[N:19][N:18]=1.C(=O)([O-])[O-].[K+].[K+].O. The catalyst is CS(C)=O. The product is [C:1]([O:5][C:6](=[O:15])[N:7]([CH:8]1[CH2:13][CH2:12][N:11]([C:17]2[C:26]3[C:21](=[CH:22][CH:23]=[CH:24][CH:25]=3)[C:20]([C:27]3[CH:32]=[CH:31][C:30]([F:33])=[CH:29][CH:28]=3)=[N:19][N:18]=2)[CH2:10][CH2:9]1)[CH3:14])([CH3:4])([CH3:3])[CH3:2]. The yield is 0.950. (5) The reactants are [O:1]=[C:2]1[CH:11]=[N:10][C:9]2[C:4](=[CH:5][CH:6]=[C:7]([C:12]([OH:14])=O)[CH:8]=2)[NH:3]1.[CH2:15]1[C@H:24]2[C@H:19]([CH2:20][CH2:21][C:22]3[CH:28]=[CH:27][CH:26]=[CH:25][C:23]=32)[NH:18][CH2:17][CH2:16]1.F[P-](F)(F)(F)(F)F.N1(OC(N(C)C)=[N+](C)C)C2N=CC=CC=2N=N1. No catalyst specified. The product is [CH2:15]1[C@H:24]2[C@H:19]([CH2:20][CH2:21][C:22]3[CH:28]=[CH:27][CH:26]=[CH:25][C:23]=32)[N:18]([C:12]([C:7]2[CH:8]=[C:9]3[C:4](=[CH:5][CH:6]=2)[NH:3][C:2](=[O:1])[CH:11]=[N:10]3)=[O:14])[CH2:17][CH2:16]1. The yield is 0.190.